This data is from Forward reaction prediction with 1.9M reactions from USPTO patents (1976-2016). The task is: Predict the product of the given reaction. (1) Given the reactants [NH:1]1[C:11]2[C:6](=[CH:7][CH:8]=[CH:9][CH:10]=2)[C:4](=O)[C:2]1=O.Cl, predict the reaction product. The product is: [CH:4]1[CH:2]=[C:2]2[CH:4]=[C:6]3[C:11](=[N:1][C:8]2=[CH:7][CH:6]=1)[CH:10]=[CH:9][CH:8]=[CH:7]3. (2) Given the reactants Cl[C:2]1[CH:7]=C(Cl)C=C[C:3]=1C1N=C(CC)C(N[C@@H]2C3C(=CC=CC=3)C[C@@H]2OCC)=NC=1CC.[Cl:32][C:33]1[CH:38]=[C:37]([O:39][CH3:40])[CH:36]=[CH:35][C:34]=1[C:41]1[N:42]=[C:43]([CH2:56][CH3:57])[C:44]([NH:49][C@H:50]2[CH2:54][O:53][CH2:52][C@H:51]2[OH:55])=[N:45][C:46]=1[CH2:47][CH3:48].ICCC, predict the reaction product. The product is: [Cl:32][C:33]1[CH:38]=[C:37]([O:39][CH3:40])[CH:36]=[CH:35][C:34]=1[C:41]1[N:42]=[C:43]([CH2:56][CH3:57])[C:44]([NH:49][C@H:50]2[C@@H:51]([O:55][CH2:3][CH2:2][CH3:7])[CH2:52][O:53][CH2:54]2)=[N:45][C:46]=1[CH2:47][CH3:48]. (3) Given the reactants [NH2:1][C:2]1[C:11]2[C:6](=[C:7](I)[C:8]([F:12])=[CH:9][CH:10]=2)[N:5]=[N:4][C:3]=1[C:14]([NH:16][CH2:17][CH2:18][CH3:19])=[O:15].[CH3:20][O:21][C:22]1[CH:27]=[C:26]([F:28])[CH:25]=[CH:24][C:23]=1B(O)O, predict the reaction product. The product is: [NH2:1][C:2]1[C:11]2[C:6](=[C:7]([C:23]3[CH:24]=[CH:25][C:26]([F:28])=[CH:27][C:22]=3[O:21][CH3:20])[C:8]([F:12])=[CH:9][CH:10]=2)[N:5]=[N:4][C:3]=1[C:14]([NH:16][CH2:17][CH2:18][CH3:19])=[O:15]. (4) Given the reactants I[C:2]1[C:3]([CH3:20])=[N:4][CH:5]=[C:6]([C:9]=1[NH:10][C:11]1[CH:19]=[CH:18][CH:17]=[C:16]2[C:12]=1[CH:13]=[CH:14][NH:15]2)[C:7]#[N:8].[O:21]1[C:25]2[CH:26]=[CH:27][CH:28]=[CH:29][C:24]=2[CH:23]=[C:22]1B(O)O.COC1C=C(C2C(C)=NC=C(C=2NC2C=CC=C3C=2C=CN3)C#N)C=CC=1OC, predict the reaction product. The product is: [O:21]1[C:25]2[CH:26]=[CH:27][CH:28]=[CH:29][C:24]=2[CH:23]=[C:22]1[C:2]1[C:3]([CH3:20])=[N:4][CH:5]=[C:6]([C:9]=1[NH:10][C:11]1[CH:19]=[CH:18][CH:17]=[C:16]2[C:12]=1[CH:13]=[CH:14][NH:15]2)[C:7]#[N:8]. (5) Given the reactants C1(S)C=CC=CC=1.C[O:9][C:10]1[CH:15]=[C:14]([C:16]2[N:17]=[CH:18][N:19]([CH2:21][O:22][CH2:23][CH2:24][Si:25]([CH3:28])([CH3:27])[CH3:26])[CH:20]=2)[CH:13]=[CH:12][C:11]=1[C:29]1[N:34]=[N:33][C:32]([N:35]([CH3:46])[CH:36]2[CH2:41][C:40]([CH3:43])([CH3:42])[NH:39][C:38]([CH3:45])([CH3:44])[CH2:37]2)=[CH:31][CH:30]=1.C([O-])([O-])=O.[K+].[K+], predict the reaction product. The product is: [CH3:46][N:35]([CH:36]1[CH2:37][C:38]([CH3:45])([CH3:44])[NH:39][C:40]([CH3:43])([CH3:42])[CH2:41]1)[C:32]1[N:33]=[N:34][C:29]([C:11]2[CH:12]=[CH:13][C:14]([C:16]3[N:17]=[CH:18][N:19]([CH2:21][O:22][CH2:23][CH2:24][Si:25]([CH3:27])([CH3:28])[CH3:26])[CH:20]=3)=[CH:15][C:10]=2[OH:9])=[CH:30][CH:31]=1. (6) Given the reactants [C:1]([C:4]1[O:5][C:6]2[C:12]([C:13]([O:15][CH3:16])=[O:14])=[CH:11][C:10]([F:17])=[CH:9][C:7]=2[CH:8]=1)(=[O:3])[CH3:2].[CH2:18](O)[CH2:19][OH:20].CC1C=CC(S(O)(=O)=O)=CC=1, predict the reaction product. The product is: [F:17][C:10]1[CH:11]=[C:12]([C:13]([O:15][CH3:16])=[O:14])[C:6]2[O:5][C:4]([C:1]3([CH3:2])[O:20][CH2:19][CH2:18][O:3]3)=[CH:8][C:7]=2[CH:9]=1.